From a dataset of Catalyst prediction with 721,799 reactions and 888 catalyst types from USPTO. Predict which catalyst facilitates the given reaction. (1) Reactant: Cl[CH2:2][CH2:3][CH2:4][O:5][C:6]1[CH:20]=[CH:19][C:9]2[C:10]3[C:15]([CH2:16][CH2:17][C:8]=2[CH:7]=1)=[N:14][NH:13][C:12](=[O:18])[CH:11]=3.[CH3:21][C@@H:22]1[CH2:26][CH2:25][CH2:24][NH2+:23]1.C1(S([O-])(=O)=O)C=CC=CC=1.C(=O)([O-])[O-].[K+].[K+].[I-].[K+]. Product: [CH3:21][C@@H:22]1[CH2:26][CH2:25][CH2:24][N:23]1[CH2:2][CH2:3][CH2:4][O:5][C:6]1[CH:20]=[CH:19][C:9]2[C:10]3[C:15]([CH2:16][CH2:17][C:8]=2[CH:7]=1)=[N:14][NH:13][C:12](=[O:18])[CH:11]=3. The catalyst class is: 10. (2) Reactant: [O:1]=[C:2]1[C:11]2[N:10]=[CH:9][CH:8]=[CH:7][C:6]=2[C:5]([C:12]([O:14][CH2:15][CH3:16])=[O:13])=[CH:4][N:3]1[CH2:17][O:18][CH2:19][CH2:20][Si:21]([CH3:24])([CH3:23])[CH3:22].C(N)(N)=[O:26].OO.FC(F)(F)C(OC(=O)C(F)(F)F)=O. Product: [O-:26][N+:10]1[C:11]2[C:2](=[O:1])[N:3]([CH2:17][O:18][CH2:19][CH2:20][Si:21]([CH3:23])([CH3:22])[CH3:24])[CH:4]=[C:5]([C:12]([O:14][CH2:15][CH3:16])=[O:13])[C:6]=2[CH:7]=[CH:8][CH:9]=1. The catalyst class is: 4. (3) Reactant: Cl[CH2:2][C:3]([NH:5][C@H:6]([CH:22]([CH3:24])[CH3:23])[C:7]([N:9]1[CH2:14][CH2:13][CH:12]([C:15]2[CH:20]=[CH:19][C:18]([Cl:21])=[CH:17][CH:16]=2)[CH2:11][CH2:10]1)=[O:8])=[O:4].[NH:25]1[CH:29]=[CH:28][CH:27]=[N:26]1.C([O-])([O-])=O.[K+].[K+]. Product: [Cl:21][C:18]1[CH:19]=[CH:20][C:15]([CH:12]2[CH2:13][CH2:14][N:9]([C:7](=[O:8])[C@H:6]([NH:5][C:3](=[O:4])[CH2:2][N:25]3[CH:29]=[CH:28][CH:27]=[N:26]3)[CH:22]([CH3:24])[CH3:23])[CH2:10][CH2:11]2)=[CH:16][CH:17]=1. The catalyst class is: 10. (4) Reactant: C(O[C:9](=O)[N:10]([C@@H:12]([CH3:46])[C:13]([NH:15][C@@H:16]([CH:40]1[CH2:45][CH2:44][CH2:43][CH2:42][CH2:41]1)[C:17]([N:19]1[C@H:24]([C:25](=[O:36])[NH:26][N:27]2[C:35]3[C:30](=[CH:31][CH:32]=[CH:33][CH:34]=3)[CH2:29][CH2:28]2)[CH2:23][N:22]2[CH2:37][CH2:38][CH2:39][C@@H:21]2[CH2:20]1)=[O:18])=[O:14])C)C1C=CC=CC=1.C(OCC)(=O)C.[ClH:54]. Product: [ClH:54].[ClH:54].[ClH:54].[CH:40]1([C@H:16]([NH:15][C:13](=[O:14])[C@H:12]([CH3:46])[NH:10][CH3:9])[C:17]([N:19]2[C@H:24]([C:25]([NH:26][N:27]3[C:35]4[C:30](=[CH:31][CH:32]=[CH:33][CH:34]=4)[CH2:29][CH2:28]3)=[O:36])[CH2:23][N:22]3[CH2:37][CH2:38][CH2:39][C@@H:21]3[CH2:20]2)=[O:18])[CH2:45][CH2:44][CH2:43][CH2:42][CH2:41]1. The catalyst class is: 293. (5) Reactant: C([O:5][C:6]([CH:8]1[CH2:12][CH:11]([O:13][C:14]2[CH:19]=[C:18]([O:20][CH3:21])[N:17]=[C:16]([C:22]3[CH:27]=[CH:26][CH:25]=[CH:24][CH:23]=3)[N:15]=2)[CH2:10][CH:9]1[C:28](=[O:40])[NH:29][C:30]1([C:35]([O:37][CH2:38][CH3:39])=[O:36])[CH2:32][CH:31]1[CH:33]=[CH2:34])=[O:7])(C)(C)C.C([SiH](CC)CC)C.C(O)(C(F)(F)F)=O. Product: [CH2:38]([O:37][C:35]([C:30]1([NH:29][C:28]([CH:9]2[CH2:10][CH:11]([O:13][C:14]3[CH:19]=[C:18]([O:20][CH3:21])[N:17]=[C:16]([C:22]4[CH:23]=[CH:24][CH:25]=[CH:26][CH:27]=4)[N:15]=3)[CH2:12][CH:8]2[C:6]([OH:7])=[O:5])=[O:40])[CH2:32][CH:31]1[CH:33]=[CH2:34])=[O:36])[CH3:39]. The catalyst class is: 2.